This data is from Full USPTO retrosynthesis dataset with 1.9M reactions from patents (1976-2016). The task is: Predict the reactants needed to synthesize the given product. Given the product [Cl:1][C:2]1[CH:7]=[CH:6][C:5]([CH:8]([NH2:15])[CH:9]2[CH2:14][CH2:13][N:12]([C:17]3[N:25]=[CH:24][N:23]=[C:22]4[C:18]=3[N:19]=[CH:20][NH:21]4)[CH2:11][CH2:10]2)=[CH:4][CH:3]=1, predict the reactants needed to synthesize it. The reactants are: [Cl:1][C:2]1[CH:7]=[CH:6][C:5]([CH:8]([NH2:15])[CH:9]2[CH2:14][CH2:13][NH:12][CH2:11][CH2:10]2)=[CH:4][CH:3]=1.Cl[C:17]1[N:25]=[CH:24][N:23]=[C:22]2[C:18]=1[NH:19][CH:20]=[N:21]2.